From a dataset of Reaction yield outcomes from USPTO patents with 853,638 reactions. Predict the reaction yield, written as a fraction of the theoretical maximum amount of product (1.0 means a 100% yield; for example, 0.34 means a 34% yield). (1) The reactants are CC1C=C2C(N=CC=C2)=C2C=1C=CC=N2.C([O-])([O-])=O.[Cs+].[Cs+].I[C:23]1[CH:24]=[C:25]([O:29][CH3:30])[CH:26]=[CH:27][CH:28]=1.[C:31]1([C@H:37]([OH:39])[CH3:38])[CH:36]=[CH:35][CH:34]=[CH:33][CH:32]=1. The catalyst is [Cu]I.C1(C)C=CC=CC=1. The product is [C:31]1([C@H:37]([O:39][C:23]2[CH:24]=[C:25]([O:29][CH3:30])[CH:26]=[CH:27][CH:28]=2)[CH3:38])[CH:36]=[CH:35][CH:34]=[CH:33][CH:32]=1. The yield is 0.760. (2) The catalyst is CN(C=O)C.C([O-])(=O)C.[Pd+2].C([O-])(=O)C. The reactants are Cl[C:2]1[CH:3]=[CH:4][C:5]([N+:10]([O-:12])=[O:11])=[C:6]([O:8][CH3:9])[CH:7]=1.[CH3:13][PH:14](=[O:16])[CH3:15].P([O-])([O-])([O-])=O.[K+].[K+].[K+]. The product is [CH3:9][O:8][C:6]1[CH:7]=[C:2]([P:14](=[O:16])([CH3:15])[CH3:13])[CH:3]=[CH:4][C:5]=1[N+:10]([O-:12])=[O:11]. The yield is 0.300. (3) The reactants are [N:1]1[CH:6]=[CH:5][CH:4]=[C:3]([CH2:7][NH:8][C:9]([C:11]2[N:20]3[C:14]([CH2:15][NH:16][C:17]4[CH:24]=[CH:23][CH:22]=[CH:21][C:18]=4[CH2:19]3)=[CH:13][CH:12]=2)=[O:10])[CH:2]=1.C(N(CC)C(C)C)(C)C.[C:34](Cl)(=[O:43])/[CH:35]=[CH:36]/[C:37]1[CH:42]=[CH:41][CH:40]=[CH:39][CH:38]=1. The catalyst is O1CCCC1. The product is [C:37]1(/[CH:36]=[CH:35]/[C:34]([N:16]2[C:17]3[CH:24]=[CH:23][CH:22]=[CH:21][C:18]=3[CH2:19][N:20]3[C:11]([C:9]([NH:8][CH2:7][C:3]4[CH:2]=[N:1][CH:6]=[CH:5][CH:4]=4)=[O:10])=[CH:12][CH:13]=[C:14]3[CH2:15]2)=[O:43])[CH:42]=[CH:41][CH:40]=[CH:39][CH:38]=1. The yield is 0.850. (4) The reactants are Br[CH2:2][C:3]([CH3:5])=[CH2:4].[Br:6][C:7]1[CH:12]=[CH:11][C:10]([N+:13]([O-:15])=[O:14])=[CH:9][C:8]=1[NH:16][C:17](=[O:19])[CH3:18].C(=O)([O-])[O-].[K+].[K+]. The catalyst is CN(C=O)C. The product is [Br:6][C:7]1[CH:12]=[CH:11][C:10]([N+:13]([O-:15])=[O:14])=[CH:9][C:8]=1[N:16]([CH2:2][C:3]([CH3:5])=[CH2:4])[C:17](=[O:19])[CH3:18]. The yield is 0.850.